Dataset: Full USPTO retrosynthesis dataset with 1.9M reactions from patents (1976-2016). Task: Predict the reactants needed to synthesize the given product. The reactants are: [H-].[Na+].[N+:3]([C:6]1[N:7]=[C:8]2[N:13]([CH:14]=1)[CH2:12][C@H:11]([OH:15])[CH2:10][O:9]2)([O-:5])=[O:4].Br[CH2:17][C:18]1[CH:23]=[CH:22][C:21]([S:24][C:25]([F:28])([F:27])[F:26])=[CH:20][CH:19]=1. Given the product [N+:3]([C:6]1[N:7]=[C:8]2[N:13]([CH:14]=1)[CH2:12][C@H:11]([O:15][CH2:17][C:18]1[CH:23]=[CH:22][C:21]([S:24][C:25]([F:28])([F:26])[F:27])=[CH:20][CH:19]=1)[CH2:10][O:9]2)([O-:5])=[O:4], predict the reactants needed to synthesize it.